Dataset: Reaction yield outcomes from USPTO patents with 853,638 reactions. Task: Predict the reaction yield, written as a fraction of the theoretical maximum amount of product (1.0 means a 100% yield; for example, 0.34 means a 34% yield). The reactants are Cl[C:2]1[CH:7]=[C:6]([O:8][C:9]2[CH:10]=[CH:11][C:12]([NH:16][C:17]([N:19]3[CH2:23][CH2:22][N:21]([CH2:24][CH2:25][O:26][CH3:27])[C:20]3=[O:28])=[O:18])=[N:13][C:14]=2[CH3:15])[CH:5]=[CH:4][N:3]=1.[CH3:29][N:30]1[CH:34]=[C:33]([Sn](CCCC)(CCCC)CCCC)[N:32]=[CH:31]1.[F-].[K+].CCOC(C)=O. The catalyst is C1(C)C=CC=CC=1.C1C=CC([P]([Pd]([P](C2C=CC=CC=2)(C2C=CC=CC=2)C2C=CC=CC=2)([P](C2C=CC=CC=2)(C2C=CC=CC=2)C2C=CC=CC=2)[P](C2C=CC=CC=2)(C2C=CC=CC=2)C2C=CC=CC=2)(C2C=CC=CC=2)C2C=CC=CC=2)=CC=1. The product is [CH3:27][O:26][CH2:25][CH2:24][N:21]1[CH2:22][CH2:23][N:19]([C:17]([NH:16][C:12]2[CH:11]=[CH:10][C:9]([O:8][C:6]3[CH:5]=[CH:4][N:3]=[C:2]([C:33]4[N:32]=[CH:31][N:30]([CH3:29])[CH:34]=4)[CH:7]=3)=[C:14]([CH3:15])[N:13]=2)=[O:18])[C:20]1=[O:28]. The yield is 0.360.